This data is from Reaction yield outcomes from USPTO patents with 853,638 reactions. The task is: Predict the reaction yield, written as a fraction of the theoretical maximum amount of product (1.0 means a 100% yield; for example, 0.34 means a 34% yield). (1) The reactants are [Na:1].[O:2]1[CH2:7][CH2:6][O:5][CH2:4][CH:3]1[CH2:8][O:9][C:10]1[CH:15]=[CH:14][N:13]=[C:12]([CH2:16][S:17]([C:19]2[NH:23][C:22]3[CH:24]=[CH:25][CH:26]=[CH:27][C:21]=3[N:20]=2)=[O:18])[C:11]=1[CH3:28].Cl[C:30]1C(C)=C[N+]([O-])=C(C)C=1C. No catalyst specified. The product is [Na:1].[O:2]1[CH2:7][CH2:6][O:5][CH2:4][CH:3]1[CH2:8][O:9][C:10]1[C:15]([CH3:30])=[CH:14][N:13]=[C:12]([CH2:16][S:17]([C:19]2[NH:20][C:21]3[CH:27]=[CH:26][CH:25]=[CH:24][C:22]=3[N:23]=2)=[O:18])[C:11]=1[CH3:28]. The yield is 0.180. (2) The yield is 0.500. The reactants are [CH3:1][O:2][CH2:3][CH2:4][O:5][C:6]1[CH:7]=[C:8]2[C:12](=[C:13]([N:15]([CH3:24])[S:16]([C:19]3[S:20][CH:21]=[CH:22][CH:23]=3)(=[O:18])=[O:17])[CH:14]=1)[NH:11][C:10]([C:25]1[S:26][CH:27]([CH2:30][C:31](O)=[O:32])[CH2:28][N:29]=1)=[CH:9]2.Cl.C[N:36](C)CCCN=C=NCC.CN(C)C=O. The product is [CH3:1][O:2][CH2:3][CH2:4][O:5][C:6]1[CH:7]=[C:8]2[C:12](=[C:13]([N:15]([CH3:24])[S:16]([C:19]3[S:20][CH:21]=[CH:22][CH:23]=3)(=[O:18])=[O:17])[CH:14]=1)[NH:11][C:10]([C:25]1[S:26][CH:27]([CH2:30][C:31]([NH2:36])=[O:32])[CH2:28][N:29]=1)=[CH:9]2. The catalyst is O. (3) The reactants are [CH3:1][O:2][C:3]1[CH:17]=[CH:16][C:6]([CH2:7][C:8]2[O:9][CH:10]=[C:11]([C:13]([OH:15])=O)[N:12]=2)=[CH:5][CH:4]=1.[CH3:18][O:19][C:20]1[CH:21]=[C:22]([C:28]2([CH2:33][NH:34]C(C3N=C(CC4C=CC(OC)=CC=4)SC=3)=O)[CH2:32][CH2:31][CH2:30][CH2:29]2)[CH:23]=[CH:24][C:25]=1[O:26][CH3:27]. No catalyst specified. The product is [CH3:18][O:19][C:20]1[CH:21]=[C:22]([C:28]2([CH2:33][NH:34][C:13]([C:11]3[N:12]=[C:8]([CH2:7][C:6]4[CH:5]=[CH:4][C:3]([O:2][CH3:1])=[CH:17][CH:16]=4)[O:9][CH:10]=3)=[O:15])[CH2:29][CH2:30][CH2:31][CH2:32]2)[CH:23]=[CH:24][C:25]=1[O:26][CH3:27]. The yield is 0.660. (4) The reactants are [CH3:1][O:2][C:3]1[N:8]=[CH:7][C:6]([C:9]2[N:17]3[C:12]([CH:13]=[N:14][C:15]([OH:18])=[N:16]3)=[CH:11][CH:10]=2)=[CH:5][CH:4]=1.C1C=CC(N(S([C:29]([F:32])([F:31])[F:30])(=O)=O)S([C:29]([F:32])([F:31])[F:30])(=O)=O)=CC=1.C(N(CC)C(C)C)(C)C.CN(C)C=[O:52].[NH2:54][C:55]1[CH:60]=[CH:59][C:58]([C:61]([N:63]2[CH2:68][CH2:67][O:66][CH2:65][CH2:64]2)=[O:62])=[CH:57][CH:56]=1. No catalyst specified. The product is [F:30][C:29]([F:32])([F:31])[C:15]([OH:18])=[O:52].[CH3:1][O:2][C:3]1[N:8]=[CH:7][C:6]([C:9]2[N:17]3[C:12]([CH:13]=[N:14][C:15]([NH:54][C:55]4[CH:56]=[CH:57][C:58]([C:61]([N:63]5[CH2:64][CH2:65][O:66][CH2:67][CH2:68]5)=[O:62])=[CH:59][CH:60]=4)=[N:16]3)=[CH:11][CH:10]=2)=[CH:5][CH:4]=1. The yield is 0.0300. (5) The reactants are [Cl:1][C:2]1[N:7]=[C:6]([N:8]([CH3:13])[S:9]([CH3:12])(=[O:11])=[O:10])[C:5]([F:14])=[C:4](Cl)[N:3]=1.[CH3:16][C:17]1[NH:21][N:20]=[C:19]([NH2:22])[CH:18]=1.CCN(C(C)C)C(C)C. The catalyst is CCCCO. The product is [Cl:1][C:2]1[N:7]=[C:6]([N:8]([CH3:13])[S:9]([CH3:12])(=[O:11])=[O:10])[C:5]([F:14])=[C:4]([NH:22][C:19]2[CH:18]=[C:17]([CH3:16])[NH:21][N:20]=2)[N:3]=1. The yield is 0.950. (6) The reactants are [CH3:1][C:2]1([CH3:43])[N:6]([CH2:7][CH2:8][CH2:9][CH2:10][CH2:11][CH2:12][CH2:13][CH2:14][CH2:15][S:16]([CH2:18][CH2:19][CH2:20][C:21]([F:27])([F:26])[C:22]([F:25])([F:24])[F:23])=[O:17])[C:5](=[O:28])[N:4]([C:29]2[CH:34]=[CH:33][C:32]([N+:35]([O-])=O)=[C:31]([C:38](F)(F)F)[CH:30]=2)[C:3]1=[O:42].CC1(C)C(=O)N(C2C=CC([NH:57][S:58](N)(=[O:60])=[O:59])=C(C)C=2)C(=O)N1CCCCCCCCCSCCCC(F)(F)C(F)(F)F. No catalyst specified. The product is [CH3:43][C:2]1([CH3:1])[C:3](=[O:42])[N:4]([C:29]2[CH:34]=[CH:33][C:32]([NH:35][S:58]([NH2:57])(=[O:60])=[O:59])=[C:31]([CH3:38])[CH:30]=2)[C:5](=[O:28])[N:6]1[CH2:7][CH2:8][CH2:9][CH2:10][CH2:11][CH2:12][CH2:13][CH2:14][CH2:15][S:16]([CH2:18][CH2:19][CH2:20][C:21]([F:27])([F:26])[C:22]([F:25])([F:23])[F:24])=[O:17]. The yield is 0.620. (7) The reactants are [S:1]1[CH:5]=[CH:4][C:3]([NH:6][C:7](=[O:13])[O:8][C:9]([CH3:12])([CH3:11])[CH3:10])=[CH:2]1.[Br:14]N1C(=O)CCC1=O. The catalyst is C(Cl)(Cl)(Cl)Cl. The product is [Br:14][C:2]1[S:1][CH:5]=[CH:4][C:3]=1[NH:6][C:7](=[O:13])[O:8][C:9]([CH3:10])([CH3:12])[CH3:11]. The yield is 0.960. (8) The reactants are [Br:1][C:2]1[CH:3]=[N:4][N:5]2[CH:10]=[CH:9][C:8]([NH:11][CH2:12][CH2:13][N:14](C)[C:15](=O)OC(C)(C)C)=[N:7][C:6]=12.C(O)(C(F)(F)F)=O. The catalyst is C(Cl)Cl. The product is [Br:1][C:2]1[CH:3]=[N:4][N:5]2[CH:10]=[CH:9][C:8]([NH:11][CH2:12][CH2:13][NH:14][CH3:15])=[N:7][C:6]=12. The yield is 1.00. (9) The reactants are [NH2:1][C:2]1[C:11]2[C:6](=[C:7](Br)[CH:8]=[CH:9][CH:10]=2)[N:5]=[N:4][C:3]=1[C:13]([NH:15][CH2:16][CH2:17][CH3:18])=[O:14].[CH3:19][O:20][C:21]1[C:26]([O:27][CH3:28])=[CH:25][CH:24]=[CH:23][C:22]=1B(O)O. No catalyst specified. The product is [NH2:1][C:2]1[C:11]2[C:6](=[C:7]([C:25]3[CH:24]=[CH:23][CH:22]=[C:21]([O:20][CH3:19])[C:26]=3[O:27][CH3:28])[CH:8]=[CH:9][CH:10]=2)[N:5]=[N:4][C:3]=1[C:13]([NH:15][CH2:16][CH2:17][CH3:18])=[O:14]. The yield is 0.895. (10) The product is [F:13][C:14]1[C:19]([CH:20]([OH:23])[CH2:21][CH3:22])=[CH:18][CH:17]=[CH:16][N:15]=1. The yield is 0.670. The catalyst is O1CCCC1.O.CCCCCC. The reactants are C(NC(C)C)(C)C.C([Li])CCC.[F:13][C:14]1[CH:19]=[CH:18][CH:17]=[CH:16][N:15]=1.[CH:20](=[O:23])[CH2:21][CH3:22].